This data is from Forward reaction prediction with 1.9M reactions from USPTO patents (1976-2016). The task is: Predict the product of the given reaction. (1) Given the reactants [F:1][C:2]1[CH:10]=[CH:9][CH:8]=[C:7]2[C:3]=1[C:4](=[O:12])O[C:6]2=[O:11].[NH2:13][C@H:14]([C:20]([OH:22])=[O:21])[CH2:15][CH2:16][C:17](=[O:19])[NH2:18], predict the reaction product. The product is: [NH2:18][C:17](=[O:19])[CH2:16][CH2:15][CH:14]([N:13]1[C:4](=[O:12])[C:3]2[C:7](=[CH:8][CH:9]=[CH:10][C:2]=2[F:1])[C:6]1=[O:11])[C:20]([OH:22])=[O:21]. (2) Given the reactants Br[CH2:2][CH2:3][CH2:4][CH2:5][N:6]1[CH2:11][C:10](=[O:12])[N:9]2[CH2:13][CH2:14][CH2:15][CH:8]2[C:7]1=[O:16].[CH3:17][C@H:18]1[NH:23][CH2:22][CH2:21][N:20]([C:24]2[C:33]3[C:28](=[CH:29][CH:30]=[CH:31][CH:32]=3)[CH:27]=[CH:26][CH:25]=2)[CH2:19]1, predict the reaction product. The product is: [C:24]1([N:20]2[CH2:21][CH2:22][N:23]([CH2:2][CH2:3][CH2:4][CH2:5][N:6]3[CH2:11][C:10](=[O:12])[N:9]4[CH2:13][CH2:14][CH2:15][CH:8]4[C:7]3=[O:16])[C@H:18]([CH3:17])[CH2:19]2)[C:33]2[C:28](=[CH:29][CH:30]=[CH:31][CH:32]=2)[CH:27]=[CH:26][CH:25]=1.